Dataset: Forward reaction prediction with 1.9M reactions from USPTO patents (1976-2016). Task: Predict the product of the given reaction. (1) Given the reactants Br[C:2]1[CH:7]=[CH:6][C:5]([O:8][CH3:9])=[C:4]([O:10][CH:11]([F:13])[F:12])[C:3]=1[O:14][CH2:15][O:16][CH3:17].C(=O)([O-])[O-].[Cs+].[Cs+].CC1(C)C(C)(C)OB([C:32]2[CH:33]=[C:34]3[C:38](=[CH:39][CH:40]=2)[C:37](=[O:41])[O:36][CH2:35]3)O1, predict the reaction product. The product is: [F:12][CH:11]([F:13])[O:10][C:4]1[C:3]([O:14][CH2:15][O:16][CH3:17])=[C:2]([C:32]2[CH:33]=[C:34]3[C:38](=[CH:39][CH:40]=2)[C:37](=[O:41])[O:36][CH2:35]3)[CH:7]=[CH:6][C:5]=1[O:8][CH3:9]. (2) Given the reactants [O:1]1[CH2:3][C@@H:2]1[CH2:4][N:5]1[CH2:10][CH2:9][O:8][CH2:7][CH2:6]1.[NH3:11], predict the reaction product. The product is: [NH2:11][CH2:3][C@@H:2]([OH:1])[CH2:4][N:5]1[CH2:10][CH2:9][O:8][CH2:7][CH2:6]1. (3) Given the reactants [F:1][C:2]1[CH:3]=[C:4]([NH:8][C:9]2[CH:17]=[CH:16][C:12]([C:13]([OH:15])=[O:14])=[CH:11][C:10]=2[N+:18]([O-])=O)[CH:5]=[CH:6][CH:7]=1, predict the reaction product. The product is: [NH2:18][C:10]1[CH:11]=[C:12]([CH:16]=[CH:17][C:9]=1[NH:8][C:4]1[CH:5]=[CH:6][CH:7]=[C:2]([F:1])[CH:3]=1)[C:13]([OH:15])=[O:14]. (4) Given the reactants Cl.[CH3:2][CH:3]([O:5][C:6]1[CH:13]=[CH:12][C:11]([C:14]2[O:18][N:17]=[C:16]([C:19]3[CH:20]=[CH:21][C:22]4[CH2:28][NH:27][CH2:26][CH2:25][CH2:24][C:23]=4[CH:29]=3)[N:15]=2)=[CH:10][C:7]=1[C:8]#[N:9])[CH3:4].C(=O)([O-])[O-].[Cs+].[Cs+].Br[CH2:37][CH2:38][CH2:39][C:40]([O:42][CH2:43][CH3:44])=[O:41].CCOC(C)=O, predict the reaction product. The product is: [C:8]([C:7]1[CH:10]=[C:11]([C:14]2[O:18][N:17]=[C:16]([C:19]3[CH:20]=[CH:21][C:22]4[CH2:28][N:27]([CH2:37][CH2:38][CH2:39][C:40]([O:42][CH2:43][CH3:44])=[O:41])[CH2:26][CH2:25][CH2:24][C:23]=4[CH:29]=3)[N:15]=2)[CH:12]=[CH:13][C:6]=1[O:5][CH:3]([CH3:2])[CH3:4])#[N:9].